Dataset: Experimentally validated miRNA-target interactions with 360,000+ pairs, plus equal number of negative samples. Task: Binary Classification. Given a miRNA mature sequence and a target amino acid sequence, predict their likelihood of interaction. (1) Result: 1 (interaction). The protein sequence of the target gene is MVRVRAVVMARDDSSGGWLPVGGGGLSQVSVCRVRGARPEGGARQGHYVIHGERLRDQKTTLECTLRPGLVYNKVNPIFHHWSLGDCKFGLTFQSPAEADEFQKSLLAALAALSRGSLTPSSSSSSSSPSQDTAETPCPLTSHVDSDSSSSHSRQETPPTAPIATVESAAAFPLATRPQRRRSSAQSYPPLLPFTGIPEPSESLAGAGSQGWGSRGYEDYRRSGPPPPPLALSTCVVRFAKTGALRGAALGPPVSLPAPLTEAAPPAPPARPPPGPGPTPAPAKASPEAEEAARCVHCRA.... The miRNA is mmu-miR-149-5p with sequence UCUGGCUCCGUGUCUUCACUCCC. (2) The miRNA is hsa-miR-4292 with sequence CCCCUGGGCCGGCCUUGG. The protein sequence of the target gene is MLLPRSVSSERAPGVPEPEELWEAEMERLRGSGTPVRGLPYAMMDKRLIWQLREPAGVQTLRWQRWQRRRQTVERRLREAAQRLARGLGLWEGALYEIGGLFGTGIRSYFTFLRFLLLLNLLSLLLTASFVLLPLVWLRPPDPGPTLNLTLQCPGSRQSPPGVLRFHNQLWHVLTGRAFTNTYLFYGAYRVGPESSSVYSIRLAYLLSPLACLLLCFCGTLRRMVKGLPQKTLLGQGYQAPLSAKVFSSWDFCIRVQEAATIKKHEISNEFKVELEEGRRFQLMQQQTRAQTACRLLSYL.... Result: 0 (no interaction). (3) The miRNA is hsa-miR-4720-3p with sequence UGCUUAAGUUGUACCAAGUAU. The protein sequence of the target gene is MGANQLVVLNVYDMYWMNEYTSSIGIGVFHSGIEVYGREFAYGGHPYPFSGIFEISPGNASELGETFKFKEAVVLGSTDFLEDDIEKIVEELGKEYKGNAYHLMHKNCNHFSSALSEILCGKEIPRWINRLAYFSSCIPFLQSCLPKEWLTPAALQSSVSQELQDELEEAEDAAASSAMASAAAGARTGRHTKL. Result: 0 (no interaction). (4) The miRNA is mmu-miR-15a-5p with sequence UAGCAGCACAUAAUGGUUUGUG. The protein sequence of the target gene is MDSLQTAQMVSLSAELGSNNLELAEPEEPGTSAAAGQSAAHPEEVTPEGSQALGAQEPEQSLPLAVPTPLECKVLLTQADALASEGHLREALEVYRQLSERQQLVAEQLEQLVRCLADSVPQEELASDSSGTSSCCAAALKEAGEAAAVAPEVWDGFKCKKCHGFLSDPVSLWCGHTFCKLCLERGRAADRRCALCGVKLSALMAASGRARGPRRAGQPAPLQLRVNVVLSGLLGKLFPGPARASQLRHEGNRLFREHQVEAALLKYNEAVRLAPNDHLLYSNRSQIYFTLESHEDALHD.... Result: 1 (interaction). (5) The miRNA is cel-miR-250-3p with sequence AAUCACAGUCAACUGUUGGC. The protein sequence of the target gene is MNIFRISADMSHLLAIIILLLKIWKSRSCSGISARSQILFALVFTARYLDLFSTYISLYNTTMKITFLAATYATVYLMFFKFRSTYMRESDTFRVELLIVPAAILALLINHDFAPFELLWTFSIYLEAVAILPQLFLLQSTGSAEVITAHYLFALGSYRALYIFNWIYRYYTEDYFDPIVVVAGIVQTVLYADFFYLYVTRVVQTRKGMELPI. Result: 1 (interaction). (6) The miRNA is hsa-miR-4477b with sequence AUUAAGGACAUUUGUGAUUGAU. The protein sequence of the target gene is MKKGSQQKIFSKAKIPSSSHSPIPSSMSNMRSRSLSPLIGSETLPFHSGGQWCEQVEIADENNMLLDYQDHKGADSHAGVRYITEALIKKLTKQDNLALIKSLNLSLSKDGGKKFKYIENLEKCVKLEVLNLSYNLIGKIEKLDKLLKLRELNLSYNKISKIEGIENMCNLQKLNLAGNEIEHIPVWLGKKLKSLRVLNLKGNKISSLQDISKLKPLQDLISLILVENPVVTLPHYLQFTIFHLRSLESLEGQPVTTQDRQEAFERFSLEEVERLERDLEKKMIETEELKSKQTRFLEEI.... Result: 0 (no interaction). (7) The miRNA is mmu-miR-467h with sequence AUAAGUGUGUGCAUGUAUAUGU. The protein sequence of the target gene is MAPAADREGYWGPTTSTLDWCEENYSVTWYIAEFWNTVSNLIMIIPPMFGAVQSVRDGLEKRYIASYLALTVVGMGSWCFHMTLKYEMQLLDELPMIYSCCIFVYCMFECFKIKNSVNYHLLFTLVLFSLIVTTVYLKVKEPIFHQVMYGMLVFTLVLRSIYIVTWVYPWLRGLGYTSLGIFLLGFLFWNIDNIFCESLRNFRKKVPPIIGITTQFHAWWHILTGLGSYLHILFSLYTRTLYLRYRPKVKFLFGIWPVILFEPLRKH. Result: 0 (no interaction). (8) The miRNA is hsa-miR-1294 with sequence UGUGAGGUUGGCAUUGUUGUCU. The protein sequence of the target gene is MKTGHFEIVTMLLATMILVDIFQVKAEVLDMADNAFDDEYLKCTDRMEIKYVPQLLKEEKASHQQLDTVWENAKAKWAARKTQIFLPMNFKDNHGIALMAYISEAQEQTPFYHLFSEAVKMAGQSREDYIYGFQFKAFHFYLTRALQLLRKPCEASSKTVVYRTSQGTSFTFGGLNQARFGHFTLAYSAKPQAANDQLTVLSIYTCLGVDIENFLDKESERITLIPLNEVFQVSQEGAGNNLILQSINKTCSHYECAFLGGLKTENCIENLEYFQPIYVYNPGEKNQKLEDHSEKNWKLE.... Result: 0 (no interaction). (9) The miRNA is hsa-miR-661 with sequence UGCCUGGGUCUCUGGCCUGCGCGU. The protein sequence of the target gene is MSRSYNDELQFLEKINKNCWRIKKGFVPNMQVEGVFYVNDALEKLMFEELRNACRGGGVGGFLPAMKQIGNVAALPGIVHRSIGLPDVHSGYGFAIGNMAAFDMNDPEAVVSPGGVGFDINCGVRLLRTNLDESDVQPVKEQLAQAMFDHIPVGVGSKGVIPMNAKDLEEALEMGVDWSLREGYAWAEDKEHCEEYGRMLQADPNKVSARAKKRGLPQLGTLGAGNHYAEIQVVDEIFNEYAAKKMGIDHKGQVCVMIHSGSRGLGHQVATDALVAMEKAMKRDKIIVNDRQLACARIAS.... Result: 1 (interaction). (10) The miRNA is mmu-miR-509-5p with sequence UACUCCAGAAUGUGGCAAUCAU. The protein sequence of the target gene is MASKKVCIVGSGNWGSAIAKIVGGNAAQLAQFDPRVTMWVFEEDIGGKKLTEIINTQHENVKYLPGHKLPPNVVAVPDVVQAAEDADILIFVVPHQFIGKICDQLKGHLKANATGISLIKGVDEGPNGLKLISEVIGERLGIPMSVLMGANIASEVADEKFCETTIGCKDPAQGQLLKELMQTPNFRITVVQEVDTVEICGALKNVVAVGAGFCDGLGFGDNTKAAVIRLGLMEMIAFAKLFCSGPVSSATFLESCGVADLITTCYGGRNRKVAEAFARTGKSIEQLEKELLNGQKLQGP.... Result: 0 (no interaction).